From a dataset of Full USPTO retrosynthesis dataset with 1.9M reactions from patents (1976-2016). Predict the reactants needed to synthesize the given product. Given the product [CH3:23][O:22][C:18]1[CH:19]=[C:20]2[C:15](=[CH:16][CH:17]=1)[C:14]([CH2:24][N:32]1[CH2:33][CH2:34][O:30][C:31]1=[O:35])=[N:13][C:12]([NH:11][C:7]1[CH:8]=[C:9]([CH3:10])[NH:5][N:6]=1)=[CH:21]2, predict the reactants needed to synthesize it. The reactants are: CS([N:5]1[C:9]([CH3:10])=[CH:8][C:7]([NH:11][C:12]2[N:13]=[C:14]([CH2:24]OS(C)(=O)=O)[C:15]3[C:20]([CH:21]=2)=[CH:19][C:18]([O:22][CH3:23])=[CH:17][CH:16]=3)=[N:6]1)(=O)=O.[O:30]1[CH2:34][CH2:33][NH:32][C:31]1=[O:35].